From a dataset of Forward reaction prediction with 1.9M reactions from USPTO patents (1976-2016). Predict the product of the given reaction. Given the reactants [F:1][C:2]1[CH:7]=[C:6]([F:8])[C:5]([F:9])=[CH:4][C:3]=1[CH2:10][C:11](=O)[CH2:12][C:13]([O:15][CH3:16])=[O:14].C([O-])(=O)C.[NH4+:22], predict the reaction product. The product is: [NH2:22]/[C:11](/[CH2:10][C:3]1[CH:4]=[C:5]([F:9])[C:6]([F:8])=[CH:7][C:2]=1[F:1])=[CH:12]\[C:13]([O:15][CH3:16])=[O:14].